This data is from Peptide-MHC class II binding affinity with 134,281 pairs from IEDB. The task is: Regression. Given a peptide amino acid sequence and an MHC pseudo amino acid sequence, predict their binding affinity value. This is MHC class II binding data. (1) The peptide sequence is HPDYAILAARIAVSN. The MHC is DRB1_1501 with pseudo-sequence DRB1_1501. The binding affinity (normalized) is 0.445. (2) The peptide sequence is PIYIVTPTNASHIQS. The MHC is DRB4_0101 with pseudo-sequence DRB4_0103. The binding affinity (normalized) is 0.276. (3) The peptide sequence is FWYVNHTGFNVHSLP. The MHC is DRB1_0802 with pseudo-sequence DRB1_0802. The binding affinity (normalized) is 0.366.